This data is from Full USPTO retrosynthesis dataset with 1.9M reactions from patents (1976-2016). The task is: Predict the reactants needed to synthesize the given product. (1) Given the product [ClH:17].[CH3:14][C:10]1([CH2:15][OH:16])[CH2:11][CH2:12][CH2:13][NH:8][CH2:9]1, predict the reactants needed to synthesize it. The reactants are: C(OC([N:8]1[CH2:13][CH2:12][CH2:11][C:10]([CH2:15][OH:16])([CH3:14])[CH2:9]1)=O)(C)(C)C.[ClH:17]. (2) The reactants are: [CH2:1](Br)[C:2]1[CH:7]=[CH:6][CH:5]=[CH:4][CH:3]=1.[CH2:9]([O:11][C:12](=[O:37])[C:13]([O:32][CH2:33][CH2:34][CH2:35][CH3:36])([CH3:31])[CH2:14][C:15]1[CH:20]=[CH:19][C:18]([O:21][CH2:22][CH2:23][CH:24]2[CH2:28][NH:27][C:26](=[O:29])[N:25]2[CH3:30])=[CH:17][CH:16]=1)[CH3:10].[H-].[Na+]. Given the product [CH2:9]([O:11][C:12](=[O:37])[C:13]([O:32][CH2:33][CH2:34][CH2:35][CH3:36])([CH3:31])[CH2:14][C:15]1[CH:16]=[CH:17][C:18]([O:21][CH2:22][CH2:23][CH:24]2[CH2:28][N:27]([CH2:1][C:2]3[CH:7]=[CH:6][CH:5]=[CH:4][CH:3]=3)[C:26](=[O:29])[N:25]2[CH3:30])=[CH:19][CH:20]=1)[CH3:10], predict the reactants needed to synthesize it. (3) Given the product [S:57]=[C:54]1[S:55][S:56][C:52]([C:49]2[CH:48]=[CH:47][C:46]([O:9][C:8](=[O:10])[CH2:7][C:5]3[CH:6]=[CH:1][CH:2]=[CH:3][C:4]=3[NH:11][C:12]3[C:13]([Cl:19])=[CH:14][CH:15]=[CH:16][C:17]=3[Cl:18])=[CH:51][CH:50]=2)=[CH:53]1, predict the reactants needed to synthesize it. The reactants are: [CH:1]1[CH:2]=[CH:3][C:4]([NH:11][C:12]2[C:13]([Cl:19])=[CH:14][CH:15]=[CH:16][C:17]=2[Cl:18])=[C:5]([CH2:7][C:8]([OH:10])=[O:9])[CH:6]=1.OC1C2N=NNC=2C=CC=1.C1CCC(N=C=NC2CCCCC2)CC1.O[C:46]1[CH:51]=[CH:50][C:49]([C:52]2[S:56][S:55][C:54](=[S:57])[CH:53]=2)=[CH:48][CH:47]=1. (4) Given the product [C:3]([O:7][C:8]([N:9]1[CH2:22][C:23]2[N:17]([N:18]=[N:19][C:24]=2[C:25]2[CH:30]=[CH:29][C:28]([F:31])=[CH:27][CH:26]=2)[C:12]2[CH:13]=[CH:14][CH:15]=[CH:16][C:11]=2[CH2:10]1)=[O:20])([CH3:6])([CH3:4])[CH3:5], predict the reactants needed to synthesize it. The reactants are: [H-].[Na+].[C:3]([O:7][C:8](=[O:20])[NH:9][CH2:10][C:11]1[CH:16]=[CH:15][CH:14]=[CH:13][C:12]=1[N:17]=[N+:18]=[N-:19])([CH3:6])([CH3:5])[CH3:4].Br[CH2:22][C:23]#[C:24][C:25]1[CH:30]=[CH:29][C:28]([F:31])=[CH:27][CH:26]=1.